Dataset: Peptide-MHC class II binding affinity with 134,281 pairs from IEDB. Task: Regression. Given a peptide amino acid sequence and an MHC pseudo amino acid sequence, predict their binding affinity value. This is MHC class II binding data. (1) The peptide sequence is GRGGWCYYAAAQKEV. The MHC is DRB1_0801 with pseudo-sequence DRB1_0801. The binding affinity (normalized) is 0.680. (2) The peptide sequence is RDLLLIVTRIVELLGR. The MHC is DRB1_1602 with pseudo-sequence DRB1_1602. The binding affinity (normalized) is 0.343. (3) The peptide sequence is FEAQGAKANIAVD. The MHC is H-2-IEk with pseudo-sequence H-2-IEk. The binding affinity (normalized) is 0. (4) The MHC is DRB1_0405 with pseudo-sequence DRB1_0405. The binding affinity (normalized) is 0.301. The peptide sequence is NIQIRLPWYSYLYAV.